From a dataset of Full USPTO retrosynthesis dataset with 1.9M reactions from patents (1976-2016). Predict the reactants needed to synthesize the given product. (1) Given the product [NH2:105][CH2:104][CH2:103][NH:102][C:100](=[O:101])[C:99]1[CH:113]=[CH:114][CH:115]=[C:97]([CH2:96][N:94]2[CH:95]=[C:91]([C:86]3[CH:87]=[CH:88][CH:89]=[C:90]4[C:85]=3[CH2:84][CH2:83][CH2:82][N:81]4[C:79](=[O:80])[CH2:78][CH2:77][CH2:76][O:75][C:74]3[CH:116]=[CH:117][CH:118]=[C:119]([CH3:120])[C:73]=3[CH3:72])[CH:92]=[N:93]2)[CH:98]=1, predict the reactants needed to synthesize it. The reactants are: NCC1C=C(C2C=CC=C3C=2CCCN3C(=O)CCCOC2C=CC=C(C)C=2C)C=CC=1.CC1C(C)=CC=CC=1OCCCC(N1C2C(=C(C3C=C(C=CC=3)CNC(=O)OC(C)(C)C)C=CC=2)CCC1)=O.[CH3:72][C:73]1[C:119]([CH3:120])=[CH:118][CH:117]=[CH:116][C:74]=1[O:75][CH2:76][CH2:77][CH2:78][C:79]([N:81]1[C:90]2[C:85](=[C:86]([C:91]3[CH:92]=[N:93][N:94]([CH2:96][C:97]4[CH:98]=[C:99]([CH:113]=[CH:114][CH:115]=4)[C:100]([NH:102][CH2:103][CH2:104][NH:105]C(=O)OC(C)(C)C)=[O:101])[CH:95]=3)[CH:87]=[CH:88][CH:89]=2)[CH2:84][CH2:83][CH2:82]1)=[O:80]. (2) Given the product [N:29]1[CH:30]=[CH:31][CH:32]=[C:27]([C:25]#[C:26][C:2]2[N:6]3[CH:7]=[C:8]([C:15]4[CH:16]=[CH:17][C:18]([C:21]([F:23])([F:22])[F:24])=[CH:19][CH:20]=4)[CH:9]=[C:10]([C:11]([F:14])([F:13])[F:12])[C:5]3=[N:4][CH:3]=2)[CH:28]=1, predict the reactants needed to synthesize it. The reactants are: I[C:2]1[N:6]2[CH:7]=[C:8]([C:15]3[CH:20]=[CH:19][C:18]([C:21]([F:24])([F:23])[F:22])=[CH:17][CH:16]=3)[CH:9]=[C:10]([C:11]([F:14])([F:13])[F:12])[C:5]2=[N:4][CH:3]=1.[C:25]([C:27]1[CH:28]=[N:29][CH:30]=[CH:31][CH:32]=1)#[CH:26].